Dataset: Reaction yield outcomes from USPTO patents with 853,638 reactions. Task: Predict the reaction yield, written as a fraction of the theoretical maximum amount of product (1.0 means a 100% yield; for example, 0.34 means a 34% yield). (1) The reactants are [CH:1]1([C:4](=[O:26])[CH:5]([N:13]2[CH2:18][CH2:17][CH:16](O)/[C:15](=[CH:20]/[C:21]3[O:22][CH:23]=[CH:24][CH:25]=3)/[CH2:14]2)[C:6]2[CH:11]=[CH:10][CH:9]=[CH:8][C:7]=2[F:12])[CH2:3][CH2:2]1.[C:27]([OH:30])(=[S:29])[CH3:28].C(OC(OCC(C)(C)C)N(C)C)C(C)(C)C.C(=O)([O-])O.[Na+]. The catalyst is C1(C)C=CC=CC=1. The product is [C:27]([S:29][CH:16]1[CH2:17][CH2:18][N:13]([CH:5]([C:6]2[CH:11]=[CH:10][CH:9]=[CH:8][C:7]=2[F:12])[C:4]([CH:1]2[CH2:3][CH2:2]2)=[O:26])[CH2:14]/[C:15]/1=[CH:20]\[C:21]1[O:22][CH:23]=[CH:24][CH:25]=1)(=[O:30])[CH3:28]. The yield is 0.220. (2) The reactants are [C:1]([N:9]1[C@H:16]2[C@H:12]([N:13]([C:17]([O:19][C:20]3([CH2:24][C:25]4[CH:30]=[CH:29][CH:28]=[CH:27][CH:26]=4)[CH2:23][CH2:22][CH2:21]3)=[O:18])[CH2:14][CH2:15]2)[C@@H:11]([OH:31])[CH2:10]1)(=[O:8])[C:2]1[CH:7]=[CH:6][CH:5]=[CH:4][CH:3]=1.CC(OI1(OC(C)=O)(OC(C)=O)OC(=O)C2C=CC=CC1=2)=O. The catalyst is ClCCl. The product is [C:1]([N:9]1[C@H:16]2[C@H:12]([N:13]([C:17]([O:19][C:20]3([CH2:24][C:25]4[CH:26]=[CH:27][CH:28]=[CH:29][CH:30]=4)[CH2:21][CH2:22][CH2:23]3)=[O:18])[CH2:14][CH2:15]2)[C:11](=[O:31])[CH2:10]1)(=[O:8])[C:2]1[CH:7]=[CH:6][CH:5]=[CH:4][CH:3]=1. The yield is 0.340. (3) The reactants are O[Li].O.OO.C([C@H]1COC(=O)N1[C:19](=[O:40])[C@@H:20]([C:33]1[CH:38]=[CH:37][C:36]([Cl:39])=[CH:35][CH:34]=1)[CH2:21]N(C(C)C)C(=O)OC(C)(C)C)C1C=CC=CC=1.[O-:41]S([O-])=O.[Na+].[Na+]. The catalyst is O.C1COCC1. The product is [Cl:39][C:36]1[CH:35]=[CH:34][C:33]([CH:20]([CH3:21])[C:19]([OH:40])=[O:41])=[CH:38][CH:37]=1. The yield is 1.00. (4) The reactants are [Cl:1][C:2]1[C:3]([F:32])=[C:4]([CH:29]=[CH:30][CH:31]=1)[NH:5][C:6]1[C:15]2[C:10](=[CH:11][C:12]([O:27][CH3:28])=[C:13]([O:16][CH2:17][C@@H:18]3[CH2:22][CH2:21][CH2:20][N:19]3[C:23](=[O:26])[CH2:24]Cl)[CH:14]=2)[N:9]=[CH:8][N:7]=1.[I-].[K+].[NH:35]1[CH2:40][CH2:39][O:38][CH2:37][CH2:36]1. No catalyst specified. The product is [Cl:1][C:2]1[C:3]([F:32])=[C:4]([CH:29]=[CH:30][CH:31]=1)[NH:5][C:6]1[C:15]2[C:10](=[CH:11][C:12]([O:27][CH3:28])=[C:13]([O:16][CH2:17][C@@H:18]3[CH2:22][CH2:21][CH2:20][N:19]3[C:23](=[O:26])[CH2:24][N:35]3[CH2:40][CH2:39][O:38][CH2:37][CH2:36]3)[CH:14]=2)[N:9]=[CH:8][N:7]=1. The yield is 0.440. (5) The reactants are [C:1]1([N:7]([C:27]2[CH:32]=[CH:31][CH:30]=[CH:29][CH:28]=2)[C:8]2[CH:13]=[CH:12][C:11]([C:14]3[CH:19]=[CH:18][C:17]([C:20]4[CH:25]=[CH:24][N:23]=[C:22]([NH2:26])[N:21]=4)=[CH:16][CH:15]=3)=[CH:10][CH:9]=2)[CH:6]=[CH:5][CH:4]=[CH:3][CH:2]=1.Br[C:34]1[CH:39]=[CH:38][CH:37]=[CH:36][CH:35]=1.CC1(C)C2C(=C(P(C3C=CC=CC=3)C3C=CC=CC=3)C=CC=2)OC2C(P(C3C=CC=CC=3)C3C=CC=CC=3)=CC=CC1=2.CC(C)([O-])C.[Na+]. The catalyst is C1(C)C=CC=CC=1.Cl[Pd](Cl)([P](C1C=CC=CC=1)(C1C=CC=CC=1)C1C=CC=CC=1)[P](C1C=CC=CC=1)(C1C=CC=CC=1)C1C=CC=CC=1. The product is [C:27]1([N:7]([C:1]2[CH:2]=[CH:3][CH:4]=[CH:5][CH:6]=2)[C:8]2[CH:9]=[CH:10][C:11]([C:14]3[CH:19]=[CH:18][C:17]([C:20]4[CH:25]=[CH:24][N:23]=[C:22]([NH:26][C:34]5[CH:39]=[CH:38][CH:37]=[CH:36][CH:35]=5)[N:21]=4)=[CH:16][CH:15]=3)=[CH:12][CH:13]=2)[CH:28]=[CH:29][CH:30]=[CH:31][CH:32]=1. The yield is 0.830.